Dataset: Forward reaction prediction with 1.9M reactions from USPTO patents (1976-2016). Task: Predict the product of the given reaction. (1) Given the reactants [OH:1][CH2:2][C:3]1(CO)CC1.S(Cl)(Cl)=[O:9].[C-]#N.[Na+].[C:15]([Si:19](C)(C)Cl)([CH3:18])([CH3:17])[CH3:16].N1[CH:27]=[CH:26]N=C1.[CH3:33][CH:34]([CH2:36][AlH][CH2:33][CH:34]([CH3:36])[CH3:35])[CH3:35], predict the reaction product. The product is: [C:15]([SiH2:19][O:9][C:34]([CH3:35])([CH3:36])[C:33]1([CH2:3][CH:2]=[O:1])[CH2:27][CH2:26]1)([CH3:18])([CH3:17])[CH3:16]. (2) Given the reactants CON(C)[C:4](=[O:17])[CH:5]=[CH:6][C:7]1[CH:12]=[CH:11][CH:10]=[CH:9][C:8]=1[C:13]([F:16])([F:15])[F:14].C[Li].O.[C:22](OCC)(=O)C, predict the reaction product. The product is: [F:14][C:13]([F:16])([F:15])[C:8]1[CH:9]=[CH:10][CH:11]=[CH:12][C:7]=1[CH:6]=[CH:5][C:4](=[O:17])[CH3:22]. (3) The product is: [Br:26][C:8]1[C:7]([O:9][CH3:10])=[CH:6][N:5]=[C:4]([C:11]#[C:12][C:13]2[CH:14]=[CH:15][C:16]([O:19][CH3:20])=[CH:17][CH:18]=2)[C:3]=1[O:2][CH3:1]. Given the reactants [CH3:1][O:2][C:3]1[C:4]([C:11]#[C:12][C:13]2[CH:18]=[CH:17][C:16]([O:19][CH3:20])=[CH:15][CH:14]=2)=[N:5][CH:6]=[C:7]([O:9][CH3:10])[CH:8]=1.C([Li])(C)(C)C.[Br:26]Br, predict the reaction product.